From a dataset of Full USPTO retrosynthesis dataset with 1.9M reactions from patents (1976-2016). Predict the reactants needed to synthesize the given product. (1) Given the product [Br:1][C:2]1[N:3]=[CH:4][C:5]([C:6]([N:22]2[CH2:21][CH2:20][N:19]([C:13]3[C:12]([CH3:11])=[CH:17][C:16]([C:18]#[N:26])=[CH:15][N:14]=3)[CH2:24][CH2:23]2)=[O:8])=[CH:9][CH:10]=1, predict the reactants needed to synthesize it. The reactants are: [Br:1][C:2]1[CH:10]=[CH:9][C:5]([C:6]([OH:8])=O)=[CH:4][N:3]=1.[CH3:11][C:12]1[C:13]([N:19]2[CH2:24][CH2:23][NH:22][CH2:21][CH2:20]2)=[N:14][CH:15]=[C:16]([CH3:18])[CH:17]=1.O[N:26]1C2C=CC=CC=2N=N1.Cl.C(N=C=NCCCN(C)C)C.C(=O)([O-])O.[Na+]. (2) Given the product [Cl:1][C:2]1[CH:9]=[CH:8][CH:7]=[C:6]([CH:10]2[CH2:11][CH2:12]2)[C:3]=1[CH2:4][OH:5], predict the reactants needed to synthesize it. The reactants are: [Cl:1][C:2]1[CH:9]=[CH:8][CH:7]=[C:6]([CH:10]2[CH2:12][CH2:11]2)[C:3]=1[CH:4]=[O:5].